This data is from Reaction yield outcomes from USPTO patents with 853,638 reactions. The task is: Predict the reaction yield, written as a fraction of the theoretical maximum amount of product (1.0 means a 100% yield; for example, 0.34 means a 34% yield). (1) The reactants are [NH2:1][CH2:2][C:3]1[CH:19]=[C:18]([CH2:20][C:21]([O:23][C:24]([CH3:27])([CH3:26])[CH3:25])=[O:22])[CH:17]=[CH:16][C:4]=1[O:5][C:6]1[CH:15]=[CH:14][C:9]([C:10]([O:12][CH3:13])=[O:11])=[CH:8][CH:7]=1.N1C=CC=CC=1.[CH3:34][S:35](Cl)(=[O:37])=[O:36]. The catalyst is C(Cl)Cl.Cl. The product is [C:24]([O:23][C:21](=[O:22])[CH2:20][C:18]1[CH:17]=[CH:16][C:4]([O:5][C:6]2[CH:7]=[CH:8][C:9]([C:10]([O:12][CH3:13])=[O:11])=[CH:14][CH:15]=2)=[C:3]([CH2:2][NH:1][S:35]([CH3:34])(=[O:37])=[O:36])[CH:19]=1)([CH3:27])([CH3:26])[CH3:25]. The yield is 0.676. (2) The reactants are [O:1]1[CH:5]=[CH:4][CH:3]=[C:2]1[C:6]1O[C:8](=[O:16])[C:9]2[CH:15]=[CH:14][CH:13]=[CH:12][C:10]=2[N:11]=1.[CH3:17][O:18][C:19]1[CH:24]=[CH:23][CH:22]=[CH:21][C:20]=1[CH2:25][CH2:26][NH2:27]. No catalyst specified. The product is [O:1]1[CH:5]=[CH:4][CH:3]=[C:2]1[C:6]1[N:27]([CH2:26][CH2:25][C:20]2[CH:21]=[CH:22][CH:23]=[CH:24][C:19]=2[O:18][CH3:17])[C:8](=[O:16])[C:9]2[C:10](=[CH:12][CH:13]=[CH:14][CH:15]=2)[N:11]=1. The yield is 0.550.